From a dataset of Forward reaction prediction with 1.9M reactions from USPTO patents (1976-2016). Predict the product of the given reaction. (1) Given the reactants Br[C:2]1[CH:3]=[C:4]2[C:9](=[CH:10][C:11]=1[O:12][CH3:13])[N:8]=[CH:7][C:6]([C:14]([O:16][CH2:17][CH3:18])=[O:15])=[C:5]2[NH:19][C:20]1[CH:25]=[CH:24][C:23]([CH2:26][CH3:27])=[CH:22][CH:21]=1.C(N(CC)CC)C.[C:35]([Si:39]([CH3:45])([CH3:44])[O:40][CH2:41][C:42]#[CH:43])([CH3:38])([CH3:37])[CH3:36].CCOC(C)=O, predict the reaction product. The product is: [Si:39]([O:40][CH2:41][C:42]#[C:43][C:2]1[CH:3]=[C:4]2[C:9](=[CH:10][C:11]=1[O:12][CH3:13])[N:8]=[CH:7][C:6]([C:14]([O:16][CH2:17][CH3:18])=[O:15])=[C:5]2[NH:19][C:20]1[CH:25]=[CH:24][C:23]([CH2:22][CH3:21])=[CH:26][CH:27]=1)([C:35]([CH3:36])([CH3:37])[CH3:38])([CH3:44])[CH3:45]. (2) Given the reactants [Cl:1][C:2]1[N:3]=[CH:4][C:5]2[C:10](I)=[C:9]([CH:12]([O:16][CH2:17][CH3:18])[O:13][CH2:14][CH3:15])[N:8]([CH2:19][CH2:20][NH:21][C:22](=[O:28])[O:23][C:24]([CH3:27])([CH3:26])[CH3:25])[C:6]=2[N:7]=1.[CH3:29][C:30]1[CH:35]=[CH:34][CH:33]=[CH:32][C:31]=1B(O)O.P([O-])([O-])([O-])=O.[K+].[K+].[K+].CCCCCC.C(OCC)(=O)C, predict the reaction product. The product is: [Cl:1][C:2]1[N:3]=[CH:4][C:5]2[C:10]([C:31]3[CH:32]=[CH:33][CH:34]=[CH:35][C:30]=3[CH3:29])=[C:9]([CH:12]([O:16][CH2:17][CH3:18])[O:13][CH2:14][CH3:15])[N:8]([CH2:19][CH2:20][NH:21][C:22](=[O:28])[O:23][C:24]([CH3:27])([CH3:26])[CH3:25])[C:6]=2[N:7]=1. (3) Given the reactants [CH3:1][C:2]1[S:3][C:4]([C:10]2[CH:15]=[CH:14][CH:13]=[CH:12][CH:11]=2)=[C:5]([C:7]([OH:9])=O)[N:6]=1.C(Cl)(=O)C(Cl)=O.CN(C=O)C.[F:27][C:28]1[N:33]2[CH:34]=[C:35]([CH2:37][C@@H:38]3[CH2:43][CH2:42][CH2:41][CH2:40][NH:39]3)[N:36]=[C:32]2[CH:31]=[CH:30][CH:29]=1, predict the reaction product. The product is: [F:27][C:28]1[N:33]2[CH:34]=[C:35]([CH2:37][C@@H:38]3[CH2:43][CH2:42][CH2:41][CH2:40][N:39]3[C:7]([C:5]3[N:6]=[C:2]([CH3:1])[S:3][C:4]=3[C:10]3[CH:15]=[CH:14][CH:13]=[CH:12][CH:11]=3)=[O:9])[N:36]=[C:32]2[CH:31]=[CH:30][CH:29]=1. (4) Given the reactants C[C:2]1[CH:3]=[C:4]([CH2:10][CH2:11][C:12]([O:14][C:15]([CH3:18])([CH3:17])[CH3:16])=[O:13])[CH:5]=[CH:6][C:7]=1[C:8]#[N:9].Cl.[NH2:20][OH:21].[C:22](=O)(O)[O-].[Na+], predict the reaction product. The product is: [OH:21][NH:20][C:8](=[NH:9])[C:7]1[CH:2]=[CH:3][C:4]([CH2:10][CH2:11][C:12]([O:14][C:15]([CH3:16])([CH3:17])[CH3:18])=[O:13])=[C:5]([CH3:22])[CH:6]=1. (5) Given the reactants C1CCN(CCCN2CC3C4C=CC(F)=CC=4C(NC=3CC2)=O)CC1.[CH2:26]([N:33]1[C:41]2[CH:40]=[CH:39][CH:38]=[C:37]([C:42]([O:44]C)=[O:43])[C:36]=2[C:35]([CH2:46][CH2:47][NH:48][C@@H:49]2[CH:54]3[CH2:55][CH2:56][N:51]([CH2:52][CH2:53]3)[CH2:50]2)=[N:34]1)[C:27]1[CH:32]=[CH:31][CH:30]=[CH:29][CH:28]=1.O.[OH-].[Li+:59], predict the reaction product. The product is: [CH2:26]([N:33]1[C:41]2[CH:40]=[CH:39][CH:38]=[C:37]([C:42]([O-:44])=[O:43])[C:36]=2[C:35]([CH2:46][CH2:47][NH:48][C@@H:49]2[CH:54]3[CH2:55][CH2:56][N:51]([CH2:52][CH2:53]3)[CH2:50]2)=[N:34]1)[C:27]1[CH:28]=[CH:29][CH:30]=[CH:31][CH:32]=1.[Li+:59]. (6) Given the reactants Cl[C:2]1[N:7]=[CH:6][N:5]=[C:4]([N:8]([CH3:16])[CH2:9][CH2:10][CH2:11][C:12]([O:14][CH3:15])=[O:13])[C:3]=1[CH:17]=[O:18].[CH3:19][C:20]1[CH:21]=[C:22]([CH:24]=[CH:25][C:26]=1[O:27][C:28]1[CH:29]=[N:30][C:31]([CH3:34])=[CH:32][CH:33]=1)[NH2:23].C(=O)([O-])[O-].[K+].[K+], predict the reaction product. The product is: [CH:17]([C:3]1[C:4]([N:8]([CH3:16])[CH2:9][CH2:10][CH2:11][C:12]([O:14][CH3:15])=[O:13])=[N:5][CH:6]=[N:7][C:2]=1[NH:23][C:22]1[CH:24]=[CH:25][C:26]([O:27][C:28]2[CH:29]=[N:30][C:31]([CH3:34])=[CH:32][CH:33]=2)=[C:20]([CH3:19])[CH:21]=1)=[O:18]. (7) Given the reactants [CH3:1][C:2]1([C:5]2[CH:25]=[CH:24][C:8]([CH2:9][O:10][SiH](C3C=CC=CC=3)C3C=CC=CC=3)=[CH:7][C:6]=2[C:26]([F:29])([F:28])[F:27])[CH2:4][CH2:3]1.N1C=CC=CC=1.F, predict the reaction product. The product is: [CH3:1][C:2]1([C:5]2[CH:25]=[CH:24][C:8]([CH2:9][OH:10])=[CH:7][C:6]=2[C:26]([F:27])([F:28])[F:29])[CH2:3][CH2:4]1.